This data is from NCI-60 drug combinations with 297,098 pairs across 59 cell lines. The task is: Regression. Given two drug SMILES strings and cell line genomic features, predict the synergy score measuring deviation from expected non-interaction effect. (1) Drug 1: C1=CC(=CC=C1CC(C(=O)O)N)N(CCCl)CCCl.Cl. Cell line: M14. Synergy scores: CSS=15.0, Synergy_ZIP=0.294, Synergy_Bliss=1.79, Synergy_Loewe=-6.57, Synergy_HSA=-0.585. Drug 2: CNC(=O)C1=NC=CC(=C1)OC2=CC=C(C=C2)NC(=O)NC3=CC(=C(C=C3)Cl)C(F)(F)F. (2) Drug 1: C1=C(C(=O)NC(=O)N1)N(CCCl)CCCl. Drug 2: CS(=O)(=O)OCCCCOS(=O)(=O)C. Cell line: RPMI-8226. Synergy scores: CSS=45.1, Synergy_ZIP=10.6, Synergy_Bliss=11.7, Synergy_Loewe=-1.28, Synergy_HSA=7.82.